This data is from Full USPTO retrosynthesis dataset with 1.9M reactions from patents (1976-2016). The task is: Predict the reactants needed to synthesize the given product. (1) The reactants are: [CH3:1][N:2]([CH3:28])[C@@H:3]1[CH2:7][CH2:6][N:5]([C:8]2[CH:13]=[CH:12][C:11]([N:14]3[CH2:23][CH2:22][C:21]4[C:16](=[CH:17][CH:18]=[C:19]([O:24]C)[CH:20]=4)[C:15]3=[O:26])=[CH:10][C:9]=2[F:27])[CH2:4]1.[OH-].[Na+]. Given the product [CH3:1][N:2]([CH3:28])[C@@H:3]1[CH2:7][CH2:6][N:5]([C:8]2[CH:13]=[CH:12][C:11]([N:14]3[CH2:23][CH2:22][C:21]4[C:16](=[CH:17][CH:18]=[C:19]([OH:24])[CH:20]=4)[C:15]3=[O:26])=[CH:10][C:9]=2[F:27])[CH2:4]1, predict the reactants needed to synthesize it. (2) Given the product [Cl:30][C:31]([Cl:36])([Cl:35])[C:15]([N:12]1[CH2:13][CH2:14][CH:9]([C:4]2[CH:5]=[CH:6][CH:7]=[CH:8][C:3]=2[O:2][CH3:1])[CH2:10][CH2:11]1)=[O:17], predict the reactants needed to synthesize it. The reactants are: [CH3:1][O:2][C:3]1[CH:8]=[CH:7][CH:6]=[CH:5][C:4]=1[CH:9]1[CH2:14][CH2:13][N:12]([C:15]([O:17]C(C)(C)C)=O)[CH2:11][CH2:10]1.Cl.C(N(CC)CC)C.[Cl:30][C:31]([Cl:36])([Cl:35])C(Cl)=O. (3) Given the product [C:10]([C:8]1[CH:7]=[CH:6][C:5]([C:12]2[CH:17]=[CH:16][C:15]([O:18][C:19]([F:21])([F:22])[F:20])=[C:14]([CH2:23][NH:24][C@H:25]3[CH2:30][CH2:29][N:28]([C:37](=[O:41])[C:38]([NH2:40])=[O:39])[CH2:27][C@H:26]3[C:31]3[CH:32]=[CH:33][CH:34]=[CH:35][CH:36]=3)[CH:13]=2)=[C:4]([F:3])[CH:9]=1)#[N:11], predict the reactants needed to synthesize it. The reactants are: Cl.Cl.[F:3][C:4]1[CH:9]=[C:8]([C:10]#[N:11])[CH:7]=[CH:6][C:5]=1[C:12]1[CH:17]=[CH:16][C:15]([O:18][C:19]([F:22])([F:21])[F:20])=[C:14]([CH2:23][NH:24][C@H:25]2[CH2:30][CH2:29][NH:28][CH2:27][C@H:26]2[C:31]2[CH:36]=[CH:35][CH:34]=[CH:33][CH:32]=2)[CH:13]=1.[C:37](O)(=[O:41])[C:38]([NH2:40])=[O:39].CCN=C=NCCCN(C)C.Cl.C1C=CC2N(O)N=NC=2C=1. (4) Given the product [O:2]1[C:6]2[CH:7]=[CH:8][C:9]([C:11]3[N:22]=[C:23]([NH2:25])[S:24][C:12]=3[C:14]3[CH:19]=[CH:18][CH:17]=[C:16]([CH3:20])[N:15]=3)=[CH:10][C:5]=2[O:4][CH2:3]1, predict the reactants needed to synthesize it. The reactants are: [Br-].[O:2]1[C:6]2[CH:7]=[CH:8][C:9]([C:11](=O)[CH:12]([C:14]3[CH:19]=[CH:18][CH:17]=[C:16]([CH3:20])[NH+:15]=3)Br)=[CH:10][C:5]=2[O:4][CH2:3]1.[NH2:22][C:23]([NH2:25])=[S:24].C(=O)([O-])[O-].[K+].[K+]. (5) The reactants are: CS[C:3](SC)=[C:4]1[C:13](=[O:14])[C:12]2[C:7](=[CH:8][CH:9]=[CH:10][CH:11]=2)[N:6]([NH:15][CH2:16][CH:17]2[CH2:19][CH2:18]2)[C:5]1=[O:20].[NH2:23][C:24]1[CH:29]=[CH:28][C:27]([NH:30][S:31]([CH3:34])(=[O:33])=[O:32])=[CH:26][C:25]=1[S:35]([NH2:38])(=[O:37])=[O:36].CO.C(OCC)C. Given the product [CH:17]1([CH2:16][NH:15][N:6]2[C:7]3[C:12](=[CH:11][CH:10]=[CH:9][CH:8]=3)[C:13]([OH:14])=[C:4]([C:3]3[NH:23][C:24]4[CH:29]=[CH:28][C:27]([NH:30][S:31]([CH3:34])(=[O:32])=[O:33])=[CH:26][C:25]=4[S:35](=[O:37])(=[O:36])[N:38]=3)[C:5]2=[O:20])[CH2:18][CH2:19]1, predict the reactants needed to synthesize it. (6) The reactants are: [F:1][C:2]1[CH:7]=[CH:6][CH:5]=[CH:4][C:3]=1[C:8]1[CH:20]=[CH:19][C:18]([C:21](O)=[O:22])=[C:17]2[C:9]=1[C:10]1[CH2:11][CH2:12][CH2:13][CH2:14][C:15]=1[NH:16]2.C(Cl)CCl.C1C=CC2N(O)N=[N:34]C=2C=1.[OH-].[NH4+]. Given the product [F:1][C:2]1[CH:7]=[CH:6][CH:5]=[CH:4][C:3]=1[C:8]1[CH:20]=[CH:19][C:18]([C:21]([NH2:34])=[O:22])=[C:17]2[C:9]=1[C:10]1[CH2:11][CH2:12][CH2:13][CH2:14][C:15]=1[NH:16]2, predict the reactants needed to synthesize it. (7) Given the product [Br:1][C:2]1[CH:11]=[C:10]2[C:5](=[CH:4][C:3]=1[O:15][CH2:16][CH3:17])[C:6]([CH3:14])([CH3:13])[CH2:7][CH:8]=[C:9]2[C:18]([CH3:21])([CH3:20])[CH3:19], predict the reactants needed to synthesize it. The reactants are: [Br:1][C:2]1[CH:11]=[C:10]2[C:5]([C:6]([CH3:14])([CH3:13])[CH2:7][CH2:8][C:9]2=O)=[CH:4][C:3]=1[O:15][CH2:16][CH3:17].[C:18]([Mg]Br)([CH3:21])([CH3:20])[CH3:19]. (8) Given the product [C:16]1([C@H:15]2[CH2:14][O:13][C:12](=[O:22])[N:11]2[C:8]2[CH:9]=[CH:10][N:5]3[N:4]=[CH:3][C:2]([C:37]4[CH:38]=[CH:39][C:40]([C:43]5[N:47]=[CH:46][N:45]([CH2:48][O:49][CH2:50][CH2:51][Si:52]([CH3:55])([CH3:54])[CH3:53])[N:44]=5)=[CH:41][CH:42]=4)=[C:6]3[N:7]=2)[CH:21]=[CH:20][CH:19]=[CH:18][CH:17]=1, predict the reactants needed to synthesize it. The reactants are: Br[C:2]1[CH:3]=[N:4][N:5]2[CH:10]=[CH:9][C:8]([N:11]3[C@@H:15]([C:16]4[CH:21]=[CH:20][CH:19]=[CH:18][CH:17]=4)[CH2:14][O:13][C:12]3=[O:22])=[N:7][C:6]=12.C(=O)([O-])[O-].[Na+].[Na+].CC1(C)C(C)(C)OB([C:37]2[CH:42]=[CH:41][C:40]([C:43]3[N:47]=[CH:46][N:45]([CH2:48][O:49][CH2:50][CH2:51][Si:52]([CH3:55])([CH3:54])[CH3:53])[N:44]=3)=[CH:39][CH:38]=2)O1.CC(C1C=C(C(C)C)C(C2C=CC=CC=2P(C2CCCCC2)C2CCCCC2)=C(C(C)C)C=1)C.